Dataset: Forward reaction prediction with 1.9M reactions from USPTO patents (1976-2016). Task: Predict the product of the given reaction. (1) The product is: [Cl:1][C:2]1[CH:10]=[C:9]2[C:5]([C:6]([Sn:21]([CH2:23][CH2:24][CH2:25][CH3:26])([CH2:27][CH2:28][CH2:29][CH3:30])[CH2:17][CH2:18][CH2:19][CH3:20])=[N:7][NH:8]2)=[CH:4][CH:3]=1. Given the reactants [Cl:1][C:2]1[CH:10]=[C:9]2[C:5]([C:6](I)=[N:7][NH:8]2)=[CH:4][CH:3]=1.C([Mg]Cl)(C)C.[CH2:17]([Sn:21]([CH2:27][CH2:28][CH2:29][CH3:30])([CH2:23][CH2:24][CH2:25][CH3:26])Cl)[CH2:18][CH2:19][CH3:20].[NH4+].[Cl-], predict the reaction product. (2) The product is: [NH2:12][C:11]1[C:2]([Cl:1])=[C:3]([CH:8]=[C:9]([Cl:15])[CH:10]=1)[C:4]([O:6][CH3:7])=[O:5]. Given the reactants [Cl:1][C:2]1[C:11]([N+:12]([O-])=O)=[CH:10][C:9]([Cl:15])=[CH:8][C:3]=1[C:4]([O:6][CH3:7])=[O:5].[Cl-].[NH4+], predict the reaction product. (3) Given the reactants CO[C:3]([C:5]1[N:6]=[CH:7][C:8]2[N:9]([CH:20]=[N:21][CH:22]=2)[C:10]=1[NH:11][C:12]1[CH:17]=[CH:16][C:15]([Br:18])=[CH:14][C:13]=1[F:19])=[O:4].[CH:23]([O:25][CH2:26][CH2:27][O:28][NH2:29])=[CH2:24].C[Si](C)(C)[N-][Si](C)(C)C.[Li+], predict the reaction product. The product is: [Br:18][C:15]1[CH:16]=[CH:17][C:12]([NH:11][C:10]2[N:9]3[CH:20]=[N:21][CH:22]=[C:8]3[CH:7]=[N:6][C:5]=2[C:3]([NH:29][O:28][CH2:27][CH2:26][O:25][CH:23]=[CH2:24])=[O:4])=[C:13]([F:19])[CH:14]=1. (4) Given the reactants [CH2:1]([O:8][C:9]1[CH:14]=[CH:13][C:12]([CH:15]([OH:18])[CH2:16]Cl)=[CH:11][C:10]=1[N+:19]([O-:21])=[O:20])[C:2]1[CH:7]=[CH:6][CH:5]=[CH:4][CH:3]=1.[OH-].[Na+].CC(O)=O.O, predict the reaction product. The product is: [CH2:1]([O:8][C:9]1[CH:14]=[CH:13][C:12]([C@@H:15]2[CH2:16][O:18]2)=[CH:11][C:10]=1[N+:19]([O-:21])=[O:20])[C:2]1[CH:7]=[CH:6][CH:5]=[CH:4][CH:3]=1. (5) Given the reactants [CH3:1][O:2][C:3]1[CH:4]=[C:5]2[C:9](=[CH:10][CH:11]=1)[NH:8][N:7]=[C:6]2[C:12]([NH:14][CH2:15][CH:16]1[CH2:21][CH2:20][N:19]([CH2:22][C:23]2SC=C(C(OC)=O)N=2)[CH2:18][CH2:17]1)=[O:13].ClCC1[O:38][C:37]([C:39]([O:41][CH2:42][CH3:43])=[O:40])=[CH:36][CH:35]=1, predict the reaction product. The product is: [CH3:1][O:2][C:3]1[CH:4]=[C:5]2[C:9](=[CH:10][CH:11]=1)[NH:8][N:7]=[C:6]2[C:12]([NH:14][CH2:15][CH:16]1[CH2:17][CH2:18][N:19]([CH2:22][C:23]2[O:38][C:37]([C:39]([O:41][CH2:42][CH3:43])=[O:40])=[CH:36][CH:35]=2)[CH2:20][CH2:21]1)=[O:13]. (6) Given the reactants [CH3:1][O:2][C:3]1[CH:8]=[CH:7][C:6]([N:9]2[CH2:14][CH2:13][N:12]([C:15]3[S:16][C:17]([CH2:26][OH:27])=[C:18]([C:20]4[CH:25]=[CH:24][CH:23]=[CH:22][CH:21]=4)[N:19]=3)[CH2:11][CH2:10]2)=[CH:5][CH:4]=1, predict the reaction product. The product is: [CH3:1][O:2][C:3]1[CH:4]=[CH:5][C:6]([N:9]2[CH2:14][CH2:13][N:12]([C:15]3[S:16][C:17]([CH:26]=[O:27])=[C:18]([C:20]4[CH:25]=[CH:24][CH:23]=[CH:22][CH:21]=4)[N:19]=3)[CH2:11][CH2:10]2)=[CH:7][CH:8]=1. (7) Given the reactants BrCC1C=C(C=C(F)C=1)C#N.N[C:13](=[N:32]O)[C:14]1[CH:15]=[C:16]([CH:28]=[C:29]([F:31])[CH:30]=1)[CH2:17][N:18]([CH3:27])[CH2:19][C:20](OC(C)(C)C)=O.CNCC[C:38]([O:40][C:41]([CH3:44])([CH3:43])[CH3:42])=[O:39], predict the reaction product. The product is: [C:13]([C:14]1[CH:15]=[C:16]([CH:28]=[C:29]([F:31])[CH:30]=1)[CH2:17][N:18]([CH3:27])[CH2:19][CH2:20][C:38]([O:40][C:41]([CH3:44])([CH3:43])[CH3:42])=[O:39])#[N:32]. (8) Given the reactants [C:1]([O:5][C:6]([N:8]1[C:16]2[C:11](=[CH:12][C:13](Br)=[CH:14][CH:15]=2)[CH2:10][CH2:9]1)=[O:7])([CH3:4])([CH3:3])[CH3:2].C(N(CCCC)CCCC)CCC.[C]=O, predict the reaction product. The product is: [CH3:1][O:5][C:6]([C:13]1[CH:12]=[C:11]2[C:16](=[CH:15][CH:14]=1)[N:8]([C:6]([O:5][C:1]([CH3:4])([CH3:3])[CH3:2])=[O:7])[CH2:9][CH2:10]2)=[O:7].